This data is from Forward reaction prediction with 1.9M reactions from USPTO patents (1976-2016). The task is: Predict the product of the given reaction. (1) The product is: [CH2:22]([N:29]1[C:34](=[O:35])[C:33]([C:36]2[CH:41]=[CH:40][C:39]([O:42][C:13]3[C:12]4[C:17](=[CH:18][C:9]([O:8][CH2:1][C:2]5[CH:7]=[CH:6][CH:5]=[CH:4][CH:3]=5)=[C:10]([O:20][CH3:21])[CH:11]=4)[N:16]=[CH:15][CH:14]=3)=[C:38]([F:43])[CH:37]=2)=[CH:32][N:31]=[CH:30]1)[C:23]1[CH:28]=[CH:27][CH:26]=[CH:25][CH:24]=1. Given the reactants [CH2:1]([O:8][C:9]1[CH:18]=[C:17]2[C:12]([C:13](Cl)=[CH:14][CH:15]=[N:16]2)=[CH:11][C:10]=1[O:20][CH3:21])[C:2]1[CH:7]=[CH:6][CH:5]=[CH:4][CH:3]=1.[CH2:22]([N:29]1[C:34](=[O:35])[C:33]([C:36]2[CH:41]=[CH:40][C:39]([OH:42])=[C:38]([F:43])[CH:37]=2)=[CH:32][N:31]=[CH:30]1)[C:23]1[CH:28]=[CH:27][CH:26]=[CH:25][CH:24]=1, predict the reaction product. (2) Given the reactants [NH2:1][C:2]1[CH:7]=[C:6]([O:8][C:9]2[CH:14]=[CH:13][C:12]([NH:15][C:16]([C:18]3[C:19](=[O:31])[N:20]([C:25]4[CH:30]=[CH:29][CH:28]=[CH:27][CH:26]=4)[N:21]([CH3:24])[C:22]=3[CH3:23])=[O:17])=[CH:11][CH:10]=2)[CH:5]=[CH:4][N:3]=1.CCN(CC)CC.[CH:39]1([C:44](Cl)=[O:45])[CH2:43][CH2:42][CH2:41][CH2:40]1, predict the reaction product. The product is: [CH:39]1([C:44]([NH:1][C:2]2[CH:7]=[C:6]([O:8][C:9]3[CH:10]=[CH:11][C:12]([NH:15][C:16]([C:18]4[C:19](=[O:31])[N:20]([C:25]5[CH:26]=[CH:27][CH:28]=[CH:29][CH:30]=5)[N:21]([CH3:24])[C:22]=4[CH3:23])=[O:17])=[CH:13][CH:14]=3)[CH:5]=[CH:4][N:3]=2)=[O:45])[CH2:43][CH2:42][CH2:41][CH2:40]1. (3) Given the reactants [Br:1][C:2]1[CH:3]=[C:4](I)[C:5](=[O:9])[N:6]([CH3:8])[CH:7]=1.[C:11]([Si:13]([CH3:16])([CH3:15])[CH3:14])#[CH:12].C(N(CC)CC)C, predict the reaction product. The product is: [Br:1][C:2]1[CH:3]=[C:4]([C:12]#[C:11][Si:13]([CH3:16])([CH3:15])[CH3:14])[C:5](=[O:9])[N:6]([CH3:8])[CH:7]=1. (4) Given the reactants [Br:1][C:2]1[CH:21]=[CH:20][C:5]2[N:6]=[C:7]([NH:9][C:10]3[CH:15]=[CH:14][N:13]=[C:12](S(C)(=O)=O)[N:11]=3)[S:8][C:4]=2[CH:3]=1.[NH2:22][C@H:23]1[CH2:28][CH2:27][C@H:26]([OH:29])[CH2:25][CH2:24]1.C(N(C(C)C)CC)(C)C, predict the reaction product. The product is: [Br:1][C:2]1[CH:21]=[CH:20][C:5]2[N:6]=[C:7]([NH:9][C:10]3[CH:15]=[CH:14][N:13]=[C:12]([NH:22][C@H:23]4[CH2:28][CH2:27][C@H:26]([OH:29])[CH2:25][CH2:24]4)[N:11]=3)[S:8][C:4]=2[CH:3]=1. (5) The product is: [C:1]([C:5]1[CH:10]=[CH:9][C:8]([S:11]([NH:14][C:18]2[CH:22]=[CH:21][S:20][C:19]=2[C:23]([O:25][CH3:26])=[O:24])(=[O:13])=[O:12])=[C:7]([C:27]2[CH:32]=[N:31][CH:30]=[N:29][CH:28]=2)[CH:6]=1)([CH3:4])([CH3:2])[CH3:3]. Given the reactants [C:1]([C:5]1[CH:10]=[CH:9][C:8]([S:11]([N:14]([C:18]2[CH:22]=[CH:21][S:20][C:19]=2[C:23]([O:25][CH3:26])=[O:24])COC)(=[O:13])=[O:12])=[C:7]([C:27]2[CH:28]=[N:29][CH:30]=[N:31][CH:32]=2)[CH:6]=1)([CH3:4])([CH3:3])[CH3:2].Cl, predict the reaction product.